From a dataset of Full USPTO retrosynthesis dataset with 1.9M reactions from patents (1976-2016). Predict the reactants needed to synthesize the given product. The reactants are: [NH2:1][C:2]([NH2:4])=[O:3].C(Cl)(Cl)=O.ClC(Cl)(OC(=O)OC(Cl)(Cl)Cl)Cl.C(N1C=CN=C1)(N1C=CN=C1)=O.C(=O)(OC1C=CC=CC=1)N.N[CH2:44][CH2:45][N:46]1[C:55]2[C:50](=[CH:51][CH:52]=[C:53]([NH:56][CH2:57][C:58]3[CH:63]=[CH:62][CH:61]=[C:60]([C:64]([F:67])([F:66])[F:65])[CH:59]=3)[CH:54]=2)[N:49]=[C:48]([CH3:68])[C:47]1=[O:69].CN1CCOCC1. Given the product [CH3:68][C:48]1[C:47](=[O:69])[N:46]([CH2:45][CH2:44][NH:1][C:2]([NH2:4])=[O:3])[C:55]2[C:50]([N:49]=1)=[CH:51][CH:52]=[C:53]([NH:56][CH2:57][C:58]1[CH:63]=[CH:62][CH:61]=[C:60]([C:64]([F:67])([F:66])[F:65])[CH:59]=1)[CH:54]=2, predict the reactants needed to synthesize it.